This data is from Reaction yield outcomes from USPTO patents with 853,638 reactions. The task is: Predict the reaction yield, written as a fraction of the theoretical maximum amount of product (1.0 means a 100% yield; for example, 0.34 means a 34% yield). (1) The reactants are [C:1]([C:3]1[CH:4]=[C:5]([CH:35]=[CH:36][CH:37]=1)[C:6]([NH:8][C:9]1[C:10]([NH:23][C:24](=[O:34])[C:25]2[CH:30]=[CH:29][C:28]([CH:31]([CH3:33])[CH3:32])=[CH:27][CH:26]=2)=[CH:11][C:12]([O:15][Si](C)(C)C(C)(C)C)=[CH:13][CH:14]=1)=[O:7])#[N:2].CCCC[N+](CCCC)(CCCC)CCCC.[F-]. The catalyst is C1COCC1. The product is [C:1]([C:3]1[CH:4]=[C:5]([CH:35]=[CH:36][CH:37]=1)[C:6]([NH:8][C:9]1[C:10]([NH:23][C:24](=[O:34])[C:25]2[CH:30]=[CH:29][C:28]([CH:31]([CH3:33])[CH3:32])=[CH:27][CH:26]=2)=[CH:11][C:12]([OH:15])=[CH:13][CH:14]=1)=[O:7])#[N:2]. The yield is 0.910. (2) The reactants are [CH:1]([S:3]([CH3:6])(=[O:5])=[O:4])=[CH2:2].[C:7]([O:11][C:12]([N:14]1[CH2:19][CH2:18][NH:17][CH2:16][CH2:15]1)=[O:13])([CH3:10])([CH3:9])[CH3:8]. The catalyst is CO. The product is [C:7]([O:11][C:12]([N:14]1[CH2:19][CH2:18][N:17]([CH2:2][CH2:1][S:3]([CH3:6])(=[O:5])=[O:4])[CH2:16][CH2:15]1)=[O:13])([CH3:10])([CH3:8])[CH3:9]. The yield is 0.950. (3) The reactants are [N:1]1([C:7]([O:9][CH2:10][C:11]2[CH:16]=[CH:15][CH:14]=[CH:13][CH:12]=2)=[O:8])[CH2:6][CH2:5][NH:4][CH2:3][CH2:2]1.CCN(C(C)C)C(C)C.Cl[CH2:27][CH2:28][S:29](Cl)(=[O:31])=[O:30].O. The catalyst is C(Cl)Cl. The product is [CH:28]([S:29]([N:4]1[CH2:5][CH2:6][N:1]([C:7]([O:9][CH2:10][C:11]2[CH:16]=[CH:15][CH:14]=[CH:13][CH:12]=2)=[O:8])[CH2:2][CH2:3]1)(=[O:31])=[O:30])=[CH2:27]. The yield is 0.430.